Predict the product of the given reaction. From a dataset of Forward reaction prediction with 1.9M reactions from USPTO patents (1976-2016). (1) Given the reactants [Pb](Cl)Cl.Br[CH2:5]Br.[F:7][C:8]1[CH:9]=[C:10]([C:16](=O)[CH:17]([CH3:19])[CH3:18])[CH:11]=[CH:12][C:13]=1OC.Cl.C1C[O:25][CH2:24]C1, predict the reaction product. The product is: [F:7][C:8]1[CH:13]=[CH:12][CH:11]=[C:10]([C:16](=[CH2:5])[CH:17]([CH3:18])[CH3:19])[C:9]=1[O:25][CH3:24]. (2) Given the reactants [CH2:1]([O:8][C:9]1[CH:14]=[CH:13][C:12](Br)=[CH:11][CH:10]=1)[C:2]1[CH:7]=[CH:6][CH:5]=[CH:4][CH:3]=1.[F:16][C:17]([F:29])([F:28])[O:18][C:19]1[CH:24]=[CH:23][C:22](B(O)O)=[CH:21][CH:20]=1.C(=O)([O-])[O-].[Na+].[Na+].COCCOC, predict the reaction product. The product is: [CH2:1]([O:8][C:9]1[CH:14]=[CH:13][C:12]([C:22]2[CH:21]=[CH:20][C:19]([O:18][C:17]([F:16])([F:28])[F:29])=[CH:24][CH:23]=2)=[CH:11][CH:10]=1)[C:2]1[CH:7]=[CH:6][CH:5]=[CH:4][CH:3]=1. (3) Given the reactants [CH2:1]([C:8]1[CH:9]=[C:10]([CH:15]=[CH:16][CH:17]=1)[C:11]([O:13]C)=[O:12])[C:2]1[CH:7]=[CH:6][CH:5]=[CH:4][CH:3]=1.[OH-].[Na+], predict the reaction product. The product is: [CH2:1]([C:8]1[CH:9]=[C:10]([CH:15]=[CH:16][CH:17]=1)[C:11]([OH:13])=[O:12])[C:2]1[CH:3]=[CH:4][CH:5]=[CH:6][CH:7]=1. (4) Given the reactants [Cl-].[Al+3].[Cl-].[Cl-].[CH3:5][CH2:6][C:7](=O)[CH2:8][CH3:9].[NH2:11][C:12]1[CH:23]=[C:22]([CH3:24])[C:21]([O:25][C:26]2[CH:31]=[CH:30][C:29]([O:32][C:33]([F:36])([F:35])[F:34])=[CH:28][CH:27]=2)=[CH:20][C:13]=1[C:14](OC(C)C)=[O:15].Cl, predict the reaction product. The product is: [CH2:8]([C:7]1[NH:11][C:12]2[C:13]([C:14](=[O:15])[C:6]=1[CH3:5])=[CH:20][C:21]([O:25][C:26]1[CH:31]=[CH:30][C:29]([O:32][C:33]([F:35])([F:34])[F:36])=[CH:28][CH:27]=1)=[C:22]([CH3:24])[CH:23]=2)[CH3:9]. (5) Given the reactants [N:1]1([C:6]2[CH:7]=[N:8][C:9]([N:12]3[CH2:17][CH2:16][CH2:15][C:14]4([CH2:22][CH2:21][NH:20][CH2:19][CH2:18]4)[CH2:13]3)=[N:10][CH:11]=2)[CH:5]=[N:4][N:3]=[N:2]1.[CH3:23][C:24]1[C:32]([C@@H:33]2[CH2:35][O:34]2)=[CH:31][CH:30]=[C:29]2[C:25]=1[CH2:26][O:27][C:28]2=[O:36], predict the reaction product. The product is: [N:1]1([C:6]2[CH:7]=[N:8][C:9]([N:12]3[CH2:17][CH2:16][CH2:15][C:14]4([CH2:22][CH2:21][N:20]([CH2:35][C@@H:33]([C:32]5[C:24]([CH3:23])=[C:25]6[C:29](=[CH:30][CH:31]=5)[C:28](=[O:36])[O:27][CH2:26]6)[OH:34])[CH2:19][CH2:18]4)[CH2:13]3)=[N:10][CH:11]=2)[CH:5]=[N:4][N:3]=[N:2]1. (6) Given the reactants [CH3:1][C:2]1([CH3:20])[O:7][CH2:6][C:5]([C:8]([O:10][CH3:11])=[O:9])=[C:4](OS(C(F)(F)F)(=O)=O)[CH2:3]1.[Cl:21][C:22]1[CH:27]=[CH:26][C:25](B(O)O)=[CH:24][CH:23]=1.C([O-])([O-])=O.[Na+].[Na+].CCOCC, predict the reaction product. The product is: [Cl:21][C:22]1[CH:27]=[CH:26][C:25]([C:4]2[CH2:3][C:2]([CH3:20])([CH3:1])[O:7][CH2:6][C:5]=2[C:8]([O:10][CH3:11])=[O:9])=[CH:24][CH:23]=1. (7) Given the reactants [CH:1]1([CH2:4][C@@H:5]2[NH:10][C:9](=[O:11])[C@H:8]([CH2:12][CH:13]([CH3:15])[CH3:14])[NH:7][CH2:6]2)[CH2:3][CH2:2]1.[F:16][C:17]1[CH:22]=[CH:21][C:20]([C:23]2[O:27][N:26]=[C:25]([C:28](O)=[O:29])[CH:24]=2)=[CH:19][CH:18]=1.C([C@@H]1N(C(=O)/C=C/C2C=CC=CC=2)C[C@H](CC(C)C)NC1=O)C(C)C, predict the reaction product. The product is: [F:16][C:17]1[CH:18]=[CH:19][C:20]([C:23]2[O:27][N:26]=[C:25]([C:28]([N:7]3[CH2:6][C@H:5]([CH2:4][CH:1]4[CH2:2][CH2:3]4)[NH:10][C:9](=[O:11])[C@@H:8]3[CH2:12][CH:13]([CH3:15])[CH3:14])=[O:29])[CH:24]=2)=[CH:21][CH:22]=1.